Dataset: Reaction yield outcomes from USPTO patents with 853,638 reactions. Task: Predict the reaction yield, written as a fraction of the theoretical maximum amount of product (1.0 means a 100% yield; for example, 0.34 means a 34% yield). (1) The reactants are [Cl-].ClCC[NH+]1CCCC1.FC(F)(F)C1N=C(C2CCN(C(OC(C)(C)C)=O)CC2)NC=1.[OH-].[K+].[F:34][C:35]([F:62])([F:61])[C:36]1[N:37]=[C:38]([CH:48]2[CH2:53][CH2:52][N:51]([C:54]([O:56][C:57]([CH3:60])([CH3:59])[CH3:58])=[O:55])[CH2:50][CH2:49]2)[N:39]([CH2:41][CH2:42][N:43]2[CH2:47][CH2:46][CH2:45][CH2:44]2)[CH:40]=1.FC(F)(F)C1N(CCN2CCCC2)C(C2CCN(C(OC(C)(C)C)=O)CC2)=NC=1.[C:92]([OH:99])(=[O:98])[CH2:93][CH2:94][C:95]([OH:97])=[O:96]. The catalyst is CS(C)=O.C(O)(C)C. The product is [C:92]([OH:99])(=[O:98])[CH2:93][CH2:94][C:95]([OH:97])=[O:96].[F:62][C:35]([F:34])([F:61])[C:36]1[N:37]=[C:38]([CH:48]2[CH2:49][CH2:50][N:51]([C:54]([O:56][C:57]([CH3:58])([CH3:59])[CH3:60])=[O:55])[CH2:52][CH2:53]2)[N:39]([CH2:41][CH2:42][N:43]2[CH2:47][CH2:46][CH2:45][CH2:44]2)[CH:40]=1. The yield is 0.820. (2) The reactants are [CH3:1][S:2][C:3]1[CH:8]=[CH:7][C:6]([CH2:9][C:10]([OH:12])=[O:11])=[CH:5][CH:4]=1.S(=O)(=O)(O)O.[CH3:18]O. No catalyst specified. The product is [CH3:18][O:11][C:10](=[O:12])[CH2:9][C:6]1[CH:5]=[CH:4][C:3]([S:2][CH3:1])=[CH:8][CH:7]=1. The yield is 0.920. (3) The reactants are C(OC([N:8]1[C:12]2[CH:13]=[CH:14][CH:15]=[CH:16][C:11]=2[N:10]=[C:9]1[CH2:17][N:18]([CH2:30][CH2:31][CH2:32][CH2:33][N:34]1C(=O)C2C(=CC=CC=2)C1=O)[CH:19]1[C:28]2[N:27]=[C:26]([CH3:29])[CH:25]=[CH:24][C:23]=2[CH2:22][CH2:21][CH2:20]1)=O)(C)(C)C.O.NN. The catalyst is C(O)C. The product is [NH:8]1[C:12]2[CH:13]=[CH:14][CH:15]=[CH:16][C:11]=2[N:10]=[C:9]1[CH2:17][N:18]([CH:19]1[C:28]2[N:27]=[C:26]([CH3:29])[CH:25]=[CH:24][C:23]=2[CH2:22][CH2:21][CH2:20]1)[CH2:30][CH2:31][CH2:32][CH2:33][NH2:34]. The yield is 0.590. (4) The reactants are C([O:4][C@H:5]([CH3:28])[CH2:6][CH2:7][CH2:8][CH2:9][N:10]1[C:19](=[O:20])[C:18]2[N:17]([CH3:21])[CH:16]=[N:15][C:14]=2[N:13]([CH2:22][C:23]2[O:24][CH:25]=[CH:26][CH:27]=2)[C:11]1=[O:12])(=O)C.Cl.O1CCOCC1. The catalyst is CO. The product is [O:24]1[CH:25]=[CH:26][CH:27]=[C:23]1[CH2:22][N:13]1[C:14]2[N:15]=[CH:16][N:17]([CH3:21])[C:18]=2[C:19](=[O:20])[N:10]([CH2:9][CH2:8][CH2:7][CH2:6][C@H:5]([OH:4])[CH3:28])[C:11]1=[O:12]. The yield is 0.800. (5) The reactants are [CH2:1]([N:3]1[C:7](B2OC(C)(C)C(C)(C)O2)=[CH:6][CH:5]=[N:4]1)[CH3:2].C(=O)([O-])[O-].[K+].[K+].Br[C:24]1[CH:25]=[C:26]([C:30]([O:32][CH3:33])=[O:31])[O:27][C:28]=1[Cl:29]. The catalyst is COCCOC.O.C(Cl)Cl.CC(C)([P](C(C)(C)C)([Pd][P](C(C)(C)C)(C(C)(C)C)C(C)(C)C)C(C)(C)C)C. The product is [Cl:29][C:28]1[O:27][C:26]([C:30]([O:32][CH3:33])=[O:31])=[CH:25][C:24]=1[C:7]1[N:3]([CH2:1][CH3:2])[N:4]=[CH:5][CH:6]=1. The yield is 0.501.